From a dataset of Full USPTO retrosynthesis dataset with 1.9M reactions from patents (1976-2016). Predict the reactants needed to synthesize the given product. (1) Given the product [I:16][C:14]1[N:13]=[CH:12][N:11]([CH2:10][CH2:9][NH2:8])[CH:15]=1.[ClH:1], predict the reactants needed to synthesize it. The reactants are: [ClH:1].C(OC(=O)[NH:8][CH2:9][CH2:10][N:11]1[CH:15]=[C:14]([I:16])[N:13]=[CH:12]1)(C)(C)C. (2) Given the product [O:3]1[CH2:4][CH2:5][CH2:6][O:1][CH:2]1[C:7]1[CH:12]=[CH:11][C:10]([C:13]2[S:14][C:15]3[C:20]([N:21]=2)=[CH:19][CH:18]=[C:17]([C:22]([CH:29]2[CH2:32][CH2:31][CH2:30]2)=[CH2:23])[N:16]=3)=[C:9]([F:33])[CH:8]=1, predict the reactants needed to synthesize it. The reactants are: [O:1]1[CH2:6][CH2:5][CH2:4][O:3][CH:2]1[C:7]1[CH:12]=[CH:11][C:10]([C:13]2[S:14][C:15]3[C:20]([N:21]=2)=[CH:19][CH:18]=[C:17]([C:22]([CH:29]2[CH2:32][CH2:31][CH2:30]2)(O)[CH2:23][Si](C)(C)C)[N:16]=3)=[C:9]([F:33])[CH:8]=1.[H-].[K+].